The task is: Binary Classification. Given a drug SMILES string, predict its activity (active/inactive) in a high-throughput screening assay against a specified biological target.. This data is from Tyrosyl-DNA phosphodiesterase HTS with 341,365 compounds. (1) The molecule is O1C(C(O)C2OC(OC12)(C)C)C(O)CON1C(=O)c2c(C1=O)cccc2. The result is 0 (inactive). (2) The drug is s1c2c(CCN(C2)C(OCC)=O)c2c1n(c(=O)n(c2=O)Cc1ccccc1)Cc1c(F)cccc1. The result is 0 (inactive). (3) The drug is S(c1n(nnn1)c1ccc(OC(F)(F)F)cc1)CC(=O)N. The result is 0 (inactive). (4) The compound is s1c2ncnc(SCc3ccc(cc3)C(O)=O)c2c(c2ccc(cc2)C)c1. The result is 0 (inactive). (5) The molecule is S(=O)(=O)(N(CC(=O)N1CCN(CC1)c1ccccc1)CCc1ccccc1)C. The result is 0 (inactive). (6) The drug is s1c(C2c3c(OC(N)=C2C#N)cc(n(c3=O)Cc2cc(OC)c(OC)cc2)C)ccc1. The result is 0 (inactive). (7) The drug is s1c(/C=N\NC(=O)c2c3c(n(c2C)C)ccc(OC)c3)ccc1. The result is 0 (inactive). (8) The result is 0 (inactive). The drug is s1c(C(=O)NCCc2cc3c([nH]c2=O)cc(cc3)C)ccc1. (9) The compound is s1cc(c2oc(=O)c3c(c2c2ccc(cc2)COC)cc(OC)c(OC)c3)cc1. The result is 0 (inactive). (10) The molecule is S(c1cc(NC(=O)c2cc3c(n(c(c3C)C)Cc3ccc(F)cc3)cc2)ccc1)C. The result is 0 (inactive).